Dataset: Reaction yield outcomes from USPTO patents with 853,638 reactions. Task: Predict the reaction yield, written as a fraction of the theoretical maximum amount of product (1.0 means a 100% yield; for example, 0.34 means a 34% yield). The reactants are [Cl:1][C:2]1[N:3]=[CH:4][C:5]2[NH:6][C:7](=[O:21])[C:8]([F:20])([F:19])[CH2:9][N:10]([CH:13]3[CH2:18][CH2:17][CH2:16][CH2:15][CH2:14]3)[C:11]=2[N:12]=1.[H-].[Na+].[CH3:24]I. The catalyst is CC(N(C)C)=O. The product is [Cl:1][C:2]1[N:3]=[CH:4][C:5]2[N:6]([CH3:24])[C:7](=[O:21])[C:8]([F:19])([F:20])[CH2:9][N:10]([CH:13]3[CH2:18][CH2:17][CH2:16][CH2:15][CH2:14]3)[C:11]=2[N:12]=1. The yield is 0.479.